The task is: Predict the reaction yield, written as a fraction of the theoretical maximum amount of product (1.0 means a 100% yield; for example, 0.34 means a 34% yield).. This data is from Reaction yield outcomes from USPTO patents with 853,638 reactions. (1) The reactants are [N:1]1[CH:6]=[CH:5][C:4]([NH:7][C:8]([N:10]2[C@@H:17]3[CH2:18][N:13]([CH2:14][CH2:15][CH2:16]3)[C:12]3[CH:19]=[CH:20][C:21]([N:23]4[CH2:29][CH2:28][CH2:27][N:26](C(OC(C)(C)C)=O)[CH2:25][CH2:24]4)=[N:22][C:11]2=3)=[O:9])=[N:3][CH:2]=1.O.C(=O)([O-])[O-].[K+].[K+]. The catalyst is Cl.CO. The product is [N:23]1([C:21]2[CH:20]=[CH:19][C:12]3[N:13]4[CH2:18][C@H:17]([CH2:16][CH2:15][CH2:14]4)[N:10]([C:8]([NH:7][C:4]4[CH:5]=[CH:6][N:1]=[CH:2][N:3]=4)=[O:9])[C:11]=3[N:22]=2)[CH2:29][CH2:28][CH2:27][NH:26][CH2:25][CH2:24]1. The yield is 0.940. (2) The reactants are [H-].[Al+3].[Li+].[H-].[H-].[H-].[CH2:7]([NH:9][C:10]1[C:15]([C:16](OCC)=[O:17])=[C:14]([CH3:21])[N:13]=[C:12]([S:22][CH3:23])[N:11]=1)[CH3:8]. The catalyst is C1COCC1. The product is [CH2:7]([NH:9][C:10]1[C:15]([CH2:16][OH:17])=[C:14]([CH3:21])[N:13]=[C:12]([S:22][CH3:23])[N:11]=1)[CH3:8]. The yield is 0.850. (3) The reactants are [OH-].[Na+].[CH3:3][C:4]([S:7]([NH:10][C@H:11]1[CH2:16][CH2:15][C@H:14]([C:17]([O:19]C)=[O:18])[CH2:13][CH2:12]1)(=[O:9])=[O:8])([CH3:6])[CH3:5]. The catalyst is CO. The product is [CH3:6][C:4]([S:7]([NH:10][C@H:11]1[CH2:16][CH2:15][C@H:14]([C:17]([OH:19])=[O:18])[CH2:13][CH2:12]1)(=[O:8])=[O:9])([CH3:3])[CH3:5]. The yield is 0.872. (4) The reactants are Br[C:2]1[CH:7]=[CH:6][C:5]([C:8]([F:11])([F:10])[F:9])=[CH:4][C:3]=1[CH2:12][CH2:13][C:14]([OH:16])=O.C([Li])CCC. The catalyst is C1COCC1.CCCCCC. The product is [F:11][C:8]([F:9])([F:10])[C:5]1[CH:4]=[C:3]2[C:2](=[CH:7][CH:6]=1)[C:14](=[O:16])[CH2:13][CH2:12]2. The yield is 0.370. (5) The reactants are [Br:1][C:2]1[CH:11]=[CH:10][C:5]2[NH:6][CH2:7][CH2:8][O:9][C:4]=2[CH:3]=1.[C:12](N1C=CN=C1)([N:14]1C=CN=C1)=[S:13].N. The catalyst is C1COCC1. The product is [Br:1][C:2]1[CH:11]=[CH:10][C:5]2[N:6]([C:12](=[S:13])[NH2:14])[CH2:7][CH2:8][O:9][C:4]=2[CH:3]=1. The yield is 0.590. (6) The reactants are [P:1]([Cl:5])(Cl)([Cl:3])=[O:2].[C:6]1([OH:16])[C:15]2[C:10](=[CH:11][CH:12]=[CH:13][CH:14]=2)[CH:9]=[CH:8][CH:7]=1.C(N(CC)CC)C. The catalyst is C(OCC)C. The product is [P:1]([Cl:5])([Cl:3])(=[O:2])[O:16][C:6]1[C:15]2[C:10](=[CH:11][CH:12]=[CH:13][CH:14]=2)[CH:9]=[CH:8][CH:7]=1. The yield is 0.900. (7) The reactants are [OH:1][CH:2]([CH:23]([CH3:25])[CH3:24])[C:3]#[C:4][C:5]1[CH:6]=[CH:7][C:8]2[N:9]([C:11]([CH2:14][NH:15][C:16](=[O:22])[O:17][C:18]([CH3:21])([CH3:20])[CH3:19])=[N:12][N:13]=2)[N:10]=1. The catalyst is C(Cl)Cl.[O-2].[O-2].[Mn+4]. The product is [CH3:24][CH:23]([CH3:25])[C:2](=[O:1])[C:3]#[C:4][C:5]1[CH:6]=[CH:7][C:8]2[N:9]([C:11]([CH2:14][NH:15][C:16](=[O:22])[O:17][C:18]([CH3:20])([CH3:19])[CH3:21])=[N:12][N:13]=2)[N:10]=1. The yield is 0.507. (8) The reactants are [F:1][C:2]1([F:15])[CH2:7][CH2:6][CH:5]([CH2:8][CH2:9][C:10]([O:12]CC)=O)[CH2:4][CH2:3]1.[O-]CC.[Na+].[C:21]([O:23][CH2:24][CH3:25])(=[O:22])[C:21]([O:23][CH2:24][CH3:25])=[O:22].S(=O)(=O)(O)O.[Cl-].[Na+]. The catalyst is C(O)C.CS(C)=O.O. The product is [F:15][C:2]1([F:1])[CH2:3][CH2:4][CH:5]([CH2:8][CH2:9][C:10](=[O:12])[C:21]([O:23][CH2:24][CH3:25])=[O:22])[CH2:6][CH2:7]1. The yield is 0.390.